From a dataset of Catalyst prediction with 721,799 reactions and 888 catalyst types from USPTO. Predict which catalyst facilitates the given reaction. (1) Reactant: C[O:2][C:3]1[CH:8]=[CH:7][C:6]([C:9]([F:12])([F:11])[F:10])=[CH:5][C:4]=1[C:13](=[O:15])[CH3:14].B(Cl)(Cl)Cl. Product: [OH:2][C:3]1[CH:8]=[CH:7][C:6]([C:9]([F:10])([F:11])[F:12])=[CH:5][C:4]=1[C:13](=[O:15])[CH3:14]. The catalyst class is: 4. (2) Reactant: [C:1]([C:3](=[CH:9][C:10]1[CH:15]=[CH:14][C:13]([C:16](=[O:31])[C:17]([NH:20][C:21](=[O:30])[C:22]2[C:27]([F:28])=[CH:26][CH:25]=[CH:24][C:23]=2[F:29])([CH3:19])[CH3:18])=[CH:12][CH:11]=1)[C:4]([O:6][CH2:7][CH3:8])=[O:5])#[N:2].[N+]([CH:35]([CH3:37])[CH3:36])([O-])=O.C([O-])([O-])=O.[K+].[K+]. Product: [C:1]([C:3]1([C:4]([O:6][CH2:7][CH3:8])=[O:5])[CH:9]([C:10]2[CH:11]=[CH:12][C:13]([C:16](=[O:31])[C:17]([NH:20][C:21](=[O:30])[C:22]3[C:23]([F:29])=[CH:24][CH:25]=[CH:26][C:27]=3[F:28])([CH3:18])[CH3:19])=[CH:14][CH:15]=2)[C:35]1([CH3:37])[CH3:36])#[N:2]. The catalyst class is: 823. (3) Reactant: [CH3:1][O:2][C:3]1[CH:22]=[CH:21][C:6]([CH2:7][N:8]2[C:16]3[C:11](=[CH:12][CH:13]=[C:14]([C:17](Cl)=[O:18])[CH:15]=3)[C:10]([CH3:20])=[CH:9]2)=[CH:5][CH:4]=1.Cl.[CH3:24][NH:25][O:26][CH3:27].N1C=CC=CC=1. Product: [CH3:27][O:26][N:25]([CH3:24])[C:17]([C:14]1[CH:15]=[C:16]2[C:11]([C:10]([CH3:20])=[CH:9][N:8]2[CH2:7][C:6]2[CH:21]=[CH:22][C:3]([O:2][CH3:1])=[CH:4][CH:5]=2)=[CH:12][CH:13]=1)=[O:18]. The catalyst class is: 22. (4) Reactant: [Cl:1][C:2]1[N:3]=[C:4](Cl)[C:5]2[CH2:11][N:10]([CH3:12])[CH2:9][CH:8]([C:13]3[CH:18]=[CH:17][C:16]([F:19])=[CH:15][CH:14]=3)[C:6]=2[N:7]=1.[CH3:21][NH:22][CH2:23][CH:24]=[CH2:25].O. Product: [CH2:23]([N:22]([CH3:21])[C:4]1[C:5]2[CH2:11][N:10]([CH3:12])[CH2:9][CH:8]([C:13]3[CH:18]=[CH:17][C:16]([F:19])=[CH:15][CH:14]=3)[C:6]=2[N:7]=[C:2]([Cl:1])[N:3]=1)[CH:24]=[CH2:25]. The catalyst class is: 37. (5) Reactant: [Cl:1][C:2]1[CH:7]=[CH:6][C:5]([C:8]([CH3:13])([CH3:12])[C:9]([OH:11])=O)=[CH:4][C:3]=1[F:14].S(Cl)(Cl)=O.[C:19]([O:27][CH2:28][CH3:29])(=[O:26])[CH2:20][C:21]([O:23][CH2:24][CH3:25])=[O:22].[Mg+2].[Cl-].[Cl-]. Product: [Cl:1][C:2]1[CH:7]=[CH:6][C:5]([C:8]([CH3:13])([CH3:12])[C:9]([CH:20]([C:21]([O:23][CH2:24][CH3:25])=[O:22])[C:19]([O:27][CH2:28][CH3:29])=[O:26])=[O:11])=[CH:4][C:3]=1[F:14]. The catalyst class is: 47. (6) The catalyst class is: 70. Product: [O:47]=[C:43]1[CH2:44][CH2:45][CH2:46][N:42]1[C:39]1[N:40]=[CH:41][C:36]([C:2]2[CH:7]=[N:6][C:5]([C:8]([NH:10][CH2:11][C:12]3[CH:13]=[CH:14][C:15]([C:18]4[CH:23]=[CH:22][N:21]=[C:20]([C:24]([F:27])([F:26])[F:25])[CH:19]=4)=[N:16][CH:17]=3)=[O:9])=[CH:4][CH:3]=2)=[CH:37][CH:38]=1. Reactant: Br[C:2]1[CH:3]=[CH:4][C:5]([C:8]([NH:10][CH2:11][C:12]2[CH:13]=[CH:14][C:15]([C:18]3[CH:23]=[CH:22][N:21]=[C:20]([C:24]([F:27])([F:26])[F:25])[CH:19]=3)=[N:16][CH:17]=2)=[O:9])=[N:6][CH:7]=1.CC1(C)C(C)(C)OB([C:36]2[CH:37]=[CH:38][C:39]([N:42]3[CH2:46][CH2:45][CH2:44][C:43]3=[O:47])=[N:40][CH:41]=2)O1.[O-]P([O-])([O-])=O.[K+].[K+].[K+]. (7) Reactant: [NH:1]1[CH2:8][CH2:7][CH2:6][C@@:2]1([CH3:9])[C:3]([OH:5])=[O:4].Cl[C:11]([O:13][CH2:14][C:15]1[CH:20]=[CH:19][CH:18]=[CH:17][CH:16]=1)=[O:12].[OH-].[Na+].Cl. Product: [CH2:14]([O:13][C:11]([N:1]1[CH2:8][CH2:7][CH2:6][C@@:2]1([CH3:9])[C:3]([OH:5])=[O:4])=[O:12])[C:15]1[CH:20]=[CH:19][CH:18]=[CH:17][CH:16]=1. The catalyst class is: 38. (8) Reactant: [CH2:1]([N:3]([CH2:11][C:12]1[CH:13]=[N:14][CH:15]=[C:16]([C:19]2[CH:20]=[C:21]3[C:25](=[CH:26][CH:27]=2)[N:24]([CH:28]2[CH2:33][CH2:32][CH2:31][CH2:30][O:29]2)[N:23]=[C:22]3[C:34]2[NH:35][C:36]([C:39]([NH:41]CC3C=NC=CC=3)=[O:40])=[CH:37][N:38]=2)[C:17]=1[CH3:18])[C:4](=[O:10])[O:5][C:6]([CH3:9])([CH3:8])[CH3:7])[CH3:2].[C:49](OC(N(CC1C(C)=C(C2C=C3C(=CC=2)N(C2CCCCO2)N=C3C2NC(C(O)=O)=CN=2)C=NC=1)CC)=O)(C)([CH3:51])[CH3:50].C(N(C(C)C)CC)(C)C.C(N)(C)C.CN(C(ON1N=NC2C=CC=NC1=2)=[N+](C)C)C.F[P-](F)(F)(F)(F)F. Product: [CH2:1]([N:3]([CH2:11][C:12]1[CH:13]=[N:14][CH:15]=[C:16]([C:19]2[CH:20]=[C:21]3[C:25](=[CH:26][CH:27]=2)[N:24]([CH:28]2[CH2:33][CH2:32][CH2:31][CH2:30][O:29]2)[N:23]=[C:22]3[C:34]2[NH:35][C:36]([C:39]([NH:41][CH:49]([CH3:51])[CH3:50])=[O:40])=[CH:37][N:38]=2)[C:17]=1[CH3:18])[C:4](=[O:10])[O:5][C:6]([CH3:9])([CH3:8])[CH3:7])[CH3:2]. The catalyst class is: 2.